This data is from Catalyst prediction with 721,799 reactions and 888 catalyst types from USPTO. The task is: Predict which catalyst facilitates the given reaction. (1) Product: [Br:35][C:8]1[N:7]=[CH:6][CH:5]=[CH:4][C:23]=1[C:18]([N:24]1[CH2:29][CH2:28][CH2:27][CH2:26][CH:25]1[C:30]([O:32][CH2:33][CH3:34])=[O:31])=[O:13]. Reactant: Cl.CN(C)[CH2:4][CH2:5][CH2:6][N:7]=[C:8]=NCC.[OH2:13].ON1C2C=CC=[CH:23][C:18]=2N=N1.[NH:24]1[CH2:29][CH2:28][CH2:27][CH2:26][CH:25]1[C:30]([O:32][CH2:33][CH3:34])=[O:31].[Br:35]C1C=NC=C(C=1)C(O)=O. The catalyst class is: 236. (2) Reactant: Br[C:2]1[CH:3]=[C:4]([C:15]([O:17][CH3:18])=[O:16])[C:5]2[C:6]([CH3:14])=[CH:7][N:8]([CH:11]([CH3:13])[CH3:12])[C:9]=2[CH:10]=1.C([Sn](CCCC)(CCCC)[C:24]1[CH:29]=[CH:28][N:27]=[N:26][CH:25]=1)CCC. Product: [CH:11]([N:8]1[C:9]2[CH:10]=[C:2]([C:24]3[CH:29]=[CH:28][N:27]=[N:26][CH:25]=3)[CH:3]=[C:4]([C:15]([O:17][CH3:18])=[O:16])[C:5]=2[C:6]([CH3:14])=[CH:7]1)([CH3:13])[CH3:12]. The catalyst class is: 12. (3) Reactant: [C:1]1([CH3:11])[CH:6]=[CH:5][C:4](S(O)(=O)=O)=[CH:3]C=1.[C:12]([OH:20])(=[O:19])[CH:13]([CH2:15][C:16]([OH:18])=[O:17])[OH:14].[CH2:21](O)[CH2:22][CH2:23][CH2:24][CH2:25][CH3:26]. Product: [CH2:21]([O:19][C:12](=[O:20])[CH:13]([CH2:15][C:16]([O:18][CH2:3][CH2:4][CH2:5][CH2:6][CH2:1][CH3:11])=[O:17])[OH:14])[CH2:22][CH2:23][CH2:24][CH2:25][CH3:26]. The catalyst class is: 12. (4) Reactant: Cl[C:2]1[CH:7]=[C:6]([O:8][CH3:9])[N:5]=[C:4]([S:10][CH3:11])[N:3]=1.CC1(C)C(C)(C)OB([C:20]2[CH:29]=[CH:28][C:23]3[NH:24][C:25]([NH2:27])=[N:26][C:22]=3[CH:21]=2)O1.C([O-])([O-])=O.[K+].[K+]. Product: [CH3:9][O:8][C:6]1[N:5]=[C:4]([S:10][CH3:11])[N:3]=[C:2]([C:20]2[CH:29]=[CH:28][C:23]3[NH:24][C:25]([NH2:27])=[N:26][C:22]=3[CH:21]=2)[CH:7]=1. The catalyst class is: 73.